From a dataset of Catalyst prediction with 721,799 reactions and 888 catalyst types from USPTO. Predict which catalyst facilitates the given reaction. (1) Reactant: O.C(=O)([O-])[O-].[Na+].[Na+].[C:8]1(B(O)O)[CH:13]=[CH:12][CH:11]=[CH:10][CH:9]=1.Br[C:18]1[CH:28]=[CH:27][C:21]([C:22]([O:24][CH2:25][CH3:26])=[O:23])=[CH:20][C:19]=1[CH3:29]. Product: [CH3:29][C:19]1[CH:20]=[C:21]([C:22]([O:24][CH2:25][CH3:26])=[O:23])[CH:27]=[CH:28][C:18]=1[C:8]1[CH:13]=[CH:12][CH:11]=[CH:10][CH:9]=1. The catalyst class is: 11. (2) Reactant: [Br:1][C:2]1[CH:7]=[C:6]([CH3:8])[C:5]([C:9]2[C:13]3[N:14]=[C:15]([CH3:27])[N:16]=[C:17]([N:18]4[CH2:23][CH2:22][CH:21]([CH2:24][C:25]#N)[CH2:20][CH2:19]4)[C:12]=3[S:11][C:10]=2[CH3:28])=[C:4]([CH3:29])[CH:3]=1.[OH-:30].[K+].[OH:32]S([O-])(=O)=O.[K+]. Product: [Br:1][C:2]1[CH:7]=[C:6]([CH3:8])[C:5]([C:9]2[C:13]3[N:14]=[C:15]([CH3:27])[N:16]=[C:17]([N:18]4[CH2:23][CH2:22][CH:21]([CH2:24][C:25]([OH:32])=[O:30])[CH2:20][CH2:19]4)[C:12]=3[S:11][C:10]=2[CH3:28])=[C:4]([CH3:29])[CH:3]=1. The catalyst class is: 88. (3) Reactant: [OH-].[K+].[F:3][C:4]([F:22])([F:21])[C:5]1[CH:6]=[C:7]2[CH:13]=[CH:12][N:11]([CH2:14][C:15]3[CH:20]=[CH:19][N:18]=[CH:17][CH:16]=3)[C:8]2=[N:9][CH:10]=1.CC[C:25]([O-:27])=[O:26]. Product: [F:22][C:4]([F:21])([F:3])[C:5]1[CH:6]=[C:7]2[CH:13]=[C:12]([C:25]([OH:27])=[O:26])[N:11]([CH2:14][C:15]3[CH:20]=[CH:19][N:18]=[CH:17][CH:16]=3)[C:8]2=[N:9][CH:10]=1. The catalyst class is: 97. (4) Reactant: [CH2:1]([O:8][CH2:9][C:10]1([C:23](=[O:37])[NH:24][C:25]2[CH:30]=[CH:29][CH:28]=[C:27]([O:31][C:32](=[O:36])[N:33]([CH3:35])[CH3:34])[CH:26]=2)[CH2:15][CH2:14][N:13](C(OC(C)(C)C)=O)[CH2:12][CH2:11]1)[C:2]1[CH:7]=[CH:6][CH:5]=[CH:4][CH:3]=1.Cl.C([O-])(O)=O.[Na+]. Product: [CH3:34][N:33]([CH3:35])[C:32](=[O:36])[O:31][C:27]1[CH:28]=[CH:29][CH:30]=[C:25]([NH:24][C:23]([C:10]2([CH2:9][O:8][CH2:1][C:2]3[CH:3]=[CH:4][CH:5]=[CH:6][CH:7]=3)[CH2:11][CH2:12][NH:13][CH2:14][CH2:15]2)=[O:37])[CH:26]=1. The catalyst class is: 32. (5) Product: [C:6]([N:8]1[CH2:13][CH2:12][N:11]([CH2:14][CH2:15][CH2:16][N:18]=[N+:19]=[N-:20])[CH2:10][CH2:9]1)([O:5][C:1]([CH3:4])([CH3:3])[CH3:2])=[O:7]. Reactant: [C:1]([O:5][C:6]([N:8]1[CH2:13][CH2:12][N:11]([CH2:14][CH2:15][CH2:16]Cl)[CH2:10][CH2:9]1)=[O:7])([CH3:4])([CH3:3])[CH3:2].[N-:18]=[N+:19]=[N-:20].[Na+]. The catalyst class is: 16. (6) Reactant: [NH:1]1[C:5]2=[N:6][CH:7]=[N:8][C:9]([NH2:10])=[C:4]2[CH:3]=[N:2]1.[I:11]N1C(=O)CCC1=O. Product: [I:11][C:3]1[C:4]2[C:5](=[N:6][CH:7]=[N:8][C:9]=2[NH2:10])[NH:1][N:2]=1. The catalyst class is: 3.